This data is from Catalyst prediction with 721,799 reactions and 888 catalyst types from USPTO. The task is: Predict which catalyst facilitates the given reaction. (1) The catalyst class is: 12. Product: [CH:13]1([NH:12][C:3]2[N:4]=[C:5]3[CH:11]=[CH:10][N:9]=[CH:8][C:6]3=[N:7][C:2]=2[N:23]2[CH2:22][CH2:21][C:20](=[CH:19][C:18]3[CH:26]=[C:27]([F:30])[CH:28]=[CH:29][C:17]=3[F:16])[CH2:25][CH2:24]2)[CH2:15][CH2:14]1. Reactant: Cl[C:2]1[N:7]=[C:6]2[CH:8]=[N:9][CH:10]=[CH:11][C:5]2=[N:4][C:3]=1[NH:12][CH:13]1[CH2:15][CH2:14]1.[F:16][C:17]1[CH:29]=[CH:28][C:27]([F:30])=[CH:26][C:18]=1[CH:19]=[C:20]1[CH2:25][CH2:24][NH:23][CH2:22][CH2:21]1.CCN(C(C)C)C(C)C. (2) Reactant: [Cl:1][C:2]1[CH:3]=[C:4]([CH:6]=[CH:7][C:8]=1[Cl:9])[NH2:5].Cl[C:11]1[N:16]=[C:15]([Cl:17])[C:14]([C:18]([F:21])([F:20])[F:19])=[CH:13][N:12]=1.C(=O)([O-])[O-].[K+].[K+]. Product: [Cl:1][C:2]1[CH:3]=[C:4]([NH:5][C:11]2[N:16]=[C:15]([Cl:17])[C:14]([C:18]([F:20])([F:21])[F:19])=[CH:13][N:12]=2)[CH:6]=[CH:7][C:8]=1[Cl:9]. The catalyst class is: 12. (3) Reactant: [CH:1]([C:4]1[CH:5]=[C:6]([CH:10]=[CH:11][CH:12]=1)[C:7]([OH:9])=O)([CH3:3])[CH3:2].C(Cl)(=O)C(Cl)=O.[NH2:19][C:20]1[CH:21]=[CH:22][C:23]([CH3:37])=[C:24]([C:26]2[CH:27]=[C:28]3[C:33](=[CH:34][CH:35]=2)[N:32]=[C:31]([NH2:36])[N:30]=[CH:29]3)[CH:25]=1. Product: [NH2:36][C:31]1[N:30]=[CH:29][C:28]2[C:33](=[CH:34][CH:35]=[C:26]([C:24]3[CH:25]=[C:20]([NH:19][C:7](=[O:9])[C:6]4[CH:10]=[CH:11][CH:12]=[C:4]([CH:1]([CH3:2])[CH3:3])[CH:5]=4)[CH:21]=[CH:22][C:23]=3[CH3:37])[CH:27]=2)[N:32]=1. The catalyst class is: 59. (4) Reactant: [NH2:1][C:2]1[CH:3]=[C:4]([OH:8])[CH:5]=[CH:6][CH:7]=1.C([O-])([O-])=O.[Cs+].[Cs+].[Cl:15][C:16]1[CH:21]=[C:20](Cl)[CH:19]=[CH:18][N:17]=1. Product: [NH2:1][C:2]1[CH:3]=[C:4]([CH:5]=[CH:6][CH:7]=1)[O:8][C:20]1[CH:19]=[CH:18][N:17]=[C:16]([Cl:15])[CH:21]=1. The catalyst class is: 58. (5) Reactant: [Cl:1][C:2]1[C:7]([CH3:8])=[CH:6][CH:5]=[CH:4][C:3]=1[CH3:9].[Br:10]N1C(=O)CCC1=O.C(OOC(=O)C1C=CC=CC=1)(=O)C1C=CC=CC=1. Product: [Br:10][CH2:9][C:3]1[CH:4]=[CH:5][CH:6]=[C:7]([CH3:8])[C:2]=1[Cl:1]. The catalyst class is: 53. (6) Reactant: [OH:1][C:2]1[CH:11]=[C:10]2[C:5]([C:6]([CH:14]([CH3:16])[CH3:15])=[CH:7][C:8]([CH3:13])([CH3:12])[O:9]2)=[CH:4][C:3]=1[C:17](=[O:19])[CH3:18].[CH2:20](I)[CH3:21].C(=O)([O-])[O-].[K+].[K+]. Product: [CH:14]([C:6]1[C:5]2[C:10](=[CH:11][C:2]([O:1][CH2:20][CH3:21])=[C:3]([C:17](=[O:19])[CH3:18])[CH:4]=2)[O:9][C:8]([CH3:13])([CH3:12])[CH:7]=1)([CH3:15])[CH3:16]. The catalyst class is: 21. (7) Reactant: [C:1]([O:5][C:6]([N:8]([CH2:19][C:20]1[CH:25]=[CH:24][C:23]([O:26][CH2:27][CH2:28][CH2:29][OH:30])=[C:22]([Br:31])[CH:21]=1)[C:9]([NH2:18])=[N:10][C:11]([O:13][C:14]([CH3:17])([CH3:16])[CH3:15])=[O:12])=[O:7])([CH3:4])([CH3:3])[CH3:2].[CH3:32][S:33](Cl)(=[O:35])=[O:34].CCN(CC)CC. Product: [CH3:32][S:33]([O:30][CH2:29][CH2:28][CH2:27][O:26][C:23]1[CH:24]=[CH:25][C:20]([CH2:19][N:8]([C:6]([O:5][C:1]([CH3:2])([CH3:4])[CH3:3])=[O:7])[C:9]([NH2:18])=[N:10][C:11]([O:13][C:14]([CH3:17])([CH3:16])[CH3:15])=[O:12])=[CH:21][C:22]=1[Br:31])(=[O:35])=[O:34]. The catalyst class is: 64. (8) Reactant: [CH:1]1([NH:6][C:7]2[N:12]3[N:13]=[C:14]([C:36]4[CH:41]=[CH:40][C:39]([F:42])=[CH:38][CH:37]=4)[C:15]([C:16]4[CH:21]=[C:20]([CH2:22][O:23]C5CCCCO5)[N:19]=[C:18]([NH:30][CH:31]5[CH2:35][CH2:34][CH2:33][CH2:32]5)[N:17]=4)=[C:11]3[CH:10]=[CH:9][CH:8]=2)[CH2:5][CH2:4][CH2:3][CH2:2]1.Cl.C(=O)(O)[O-].[Na+].CCOCC. Product: [CH:31]1([NH:30][C:18]2[N:19]=[C:20]([CH2:22][OH:23])[CH:21]=[C:16]([C:15]3[C:14]([C:36]4[CH:37]=[CH:38][C:39]([F:42])=[CH:40][CH:41]=4)=[N:13][N:12]4[C:7]([NH:6][CH:1]5[CH2:2][CH2:3][CH2:4][CH2:5]5)=[CH:8][CH:9]=[CH:10][C:11]=34)[N:17]=2)[CH2:35][CH2:34][CH2:33][CH2:32]1. The catalyst class is: 7.